From a dataset of Peptide-MHC class I binding affinity with 185,985 pairs from IEDB/IMGT. Regression. Given a peptide amino acid sequence and an MHC pseudo amino acid sequence, predict their binding affinity value. This is MHC class I binding data. (1) The peptide sequence is FRYKSRCYV. The MHC is HLA-A26:01 with pseudo-sequence HLA-A26:01. The binding affinity (normalized) is 0.0847. (2) The peptide sequence is MSPALFHAFF. The MHC is Mamu-A01 with pseudo-sequence Mamu-A01. The binding affinity (normalized) is 0.994. (3) The peptide sequence is LTPIFSDL. The MHC is H-2-Kb with pseudo-sequence H-2-Kb. The binding affinity (normalized) is 0.677. (4) The peptide sequence is FPVRPQVPL. The MHC is HLA-B15:01 with pseudo-sequence HLA-B15:01. The binding affinity (normalized) is 0. (5) The MHC is H-2-Db with pseudo-sequence H-2-Db. The peptide sequence is LAPGSGVPV. The binding affinity (normalized) is 0.298.